This data is from Forward reaction prediction with 1.9M reactions from USPTO patents (1976-2016). The task is: Predict the product of the given reaction. (1) Given the reactants [CH3:1][N:2]1[CH:6]=[CH:5][N:4]=[C:3]1[S:7][CH2:8][C:9]1([CH2:13][OH:14])[CH2:12][CH2:11][CH2:10]1.[C:15](Cl)(Cl)=[O:16].[NH2:19][C@@H:20]([CH2:34][CH2:35][CH2:36][CH3:37])[CH:21]([OH:33])[C:22]([NH:24][C@@H:25]([C:27]1[CH:32]=[CH:31][CH:30]=[CH:29][CH:28]=1)[CH3:26])=[O:23].C(N(CC)C(C)C)(C)C.[Cl-].[Na+], predict the reaction product. The product is: [OH:33][CH:21]([C@@H:20]([NH:19][C:15](=[O:16])[O:14][CH2:13][C:9]1([CH2:8][S:7][C:3]2[N:2]([CH3:1])[CH:6]=[CH:5][N:4]=2)[CH2:10][CH2:11][CH2:12]1)[CH2:34][CH2:35][CH2:36][CH3:37])[C:22](=[O:23])[NH:24][C@@H:25]([C:27]1[CH:32]=[CH:31][CH:30]=[CH:29][CH:28]=1)[CH3:26]. (2) The product is: [Cl:1][C:2]1[N:7]=[C:6]([N:13]2[CH2:12][CH2:11][N:10]([C:16]([O:18][C:19]([CH3:22])([CH3:21])[CH3:20])=[O:17])[CH2:15][CH2:14]2)[C:5]([Cl:9])=[CH:4][N:3]=1. Given the reactants [Cl:1][C:2]1[N:7]=[C:6](Cl)[C:5]([Cl:9])=[CH:4][N:3]=1.[N:10]1([C:16]([O:18][C:19]([CH3:22])([CH3:21])[CH3:20])=[O:17])[CH2:15][CH2:14][NH:13][CH2:12][CH2:11]1.CCN(C(C)C)C(C)C, predict the reaction product. (3) The product is: [CH2:1]([O:3][C:4]([C:6]1[C:11](=[O:12])[NH:10][C:9]2[N:13]([CH:17]([CH3:19])[CH3:18])[N:14]=[C:15]([CH3:16])[C:8]=2[C:7]=1[Cl:23])=[O:5])[CH3:2]. Given the reactants [CH2:1]([O:3][C:4]([C:6]1[C:11](=[O:12])[NH:10][C:9]2[N:13]([CH:17]([CH3:19])[CH3:18])[N:14]=[C:15]([CH3:16])[C:8]=2[C:7]=1O)=[O:5])[CH3:2].O=P(Cl)(Cl)[Cl:23], predict the reaction product. (4) Given the reactants [CH3:1][O:2][C:3]([C:5]1[CH:15]=[C:14]([OH:16])[C:8]2[CH2:9][C:10]([CH3:13])([CH3:12])[O:11][C:7]=2[CH:6]=1)=[O:4].Br[CH2:18][CH:19]([CH3:21])[CH3:20].C(=O)([O-])[O-].[Cs+].[Cs+], predict the reaction product. The product is: [CH3:1][O:2][C:3]([C:5]1[CH:15]=[C:14]([O:16][CH2:18][CH:19]([CH3:21])[CH3:20])[C:8]2[CH2:9][C:10]([CH3:13])([CH3:12])[O:11][C:7]=2[CH:6]=1)=[O:4]. (5) The product is: [F:17][C:18]1[C:19]([O:20][CH2:21][O:22][CH2:23][CH2:24][Si:25]([CH3:26])([CH3:28])[CH3:27])=[CH:29][C:30]([CH2:42][C:43]([F:46])([F:45])[F:44])=[C:31]([C:2]2[N:7]=[CH:6][C:5]3[CH:8]=[N:9][N:10]([CH:11]4[CH2:16][CH2:15][CH2:14][CH2:13][O:12]4)[C:4]=3[CH:3]=2)[CH:32]=1. Given the reactants Cl[C:2]1[N:7]=[CH:6][C:5]2[CH:8]=[N:9][N:10]([CH:11]3[CH2:16][CH2:15][CH2:14][CH2:13][O:12]3)[C:4]=2[CH:3]=1.[F:17][C:18]1[CH:32]=[C:31](B2OC(C)(C)C(C)(C)O2)[C:30]([CH2:42][C:43]([F:46])([F:45])[F:44])=[CH:29][C:19]=1[O:20][CH2:21][O:22][CH2:23][CH2:24][Si:25]([CH3:28])([CH3:27])[CH3:26], predict the reaction product. (6) Given the reactants [N+:1]([C:4]1[CH:5]=[C:6]2[CH:12]=[CH:11][NH:10][C:7]2=[N:8][CH:9]=1)([O-:3])=[O:2].C(=O)([O-])[O-].[K+].[K+].Br[CH2:20][C:21]([O:23][C:24]1[CH:29]=[CH:28][CH:27]=[CH:26][CH:25]=1)=[O:22], predict the reaction product. The product is: [N+:1]([C:4]1[CH:5]=[C:6]2[CH:12]=[CH:11][N:10]([CH2:20][C:21]([O:23][C:24]3[CH:29]=[CH:28][CH:27]=[CH:26][CH:25]=3)=[O:22])[C:7]2=[N:8][CH:9]=1)([O-:3])=[O:2]. (7) Given the reactants [Cl:1][C:2]1[C:7]2[C:8]([C:11]3[CH:16]=[CH:15][CH:14]=[CH:13][CH:12]=3)=[N:9][O:10][C:6]=2[C:5](NN)=[N:4][N:3]=1, predict the reaction product. The product is: [Cl:1][C:2]1[C:7]2[C:8]([C:11]3[CH:16]=[CH:15][CH:14]=[CH:13][CH:12]=3)=[N:9][O:10][C:6]=2[CH:5]=[N:4][N:3]=1.